Dataset: Ames mutagenicity test results for genotoxicity prediction. Task: Regression/Classification. Given a drug SMILES string, predict its toxicity properties. Task type varies by dataset: regression for continuous values (e.g., LD50, hERG inhibition percentage) or binary classification for toxic/non-toxic outcomes (e.g., AMES mutagenicity, cardiotoxicity, hepatotoxicity). Dataset: ames. The drug is Nc1cccc2c1-c1cccc3cccc-2c13. The result is 1 (mutagenic).